Dataset: Forward reaction prediction with 1.9M reactions from USPTO patents (1976-2016). Task: Predict the product of the given reaction. (1) Given the reactants [CH3:1][O:2][C:3]1([O:9][CH3:10])[CH2:6][CH:5]([CH2:7][OH:8])[CH2:4]1.CC(C)([O-])C.[K+].[CH2:17](Br)[C:18]1[CH:23]=[CH:22][CH:21]=[CH:20][CH:19]=1, predict the reaction product. The product is: [CH3:1][O:2][C:3]1([O:9][CH3:10])[CH2:6][CH:5]([CH2:7][O:8][CH2:17][C:18]2[CH:23]=[CH:22][CH:21]=[CH:20][CH:19]=2)[CH2:4]1. (2) Given the reactants [C:1]([O:5][C:6]([N:8]1[CH2:12][CH2:11][CH:10]([O:13][Si:14]([C:17]([CH3:20])([CH3:19])[CH3:18])([CH3:16])[CH3:15])[CH:9]1[CH2:21][C:22]1[C:30]2[C:25](=[N:26][CH:27]=[CH:28][CH:29]=2)[N:24](C(=O)C)[CH:23]=1)=[O:7])([CH3:4])([CH3:3])[CH3:2].[OH-].[Na+], predict the reaction product. The product is: [C:1]([O:5][C:6]([N:8]1[CH2:12][CH2:11][CH:10]([O:13][Si:14]([C:17]([CH3:19])([CH3:18])[CH3:20])([CH3:16])[CH3:15])[CH:9]1[CH2:21][C:22]1[C:30]2[C:25](=[N:26][CH:27]=[CH:28][CH:29]=2)[NH:24][CH:23]=1)=[O:7])([CH3:2])([CH3:3])[CH3:4].